From a dataset of Full USPTO retrosynthesis dataset with 1.9M reactions from patents (1976-2016). Predict the reactants needed to synthesize the given product. (1) The reactants are: [NH2:1][C:2]1[N:3]=[C:4]([C:14]2[C:22]3[C:17](=[CH:18][CH:19]=[CH:20][CH:21]=3)[NH:16][CH:15]=2)[C:5]2[CH:10]=[C:9]([C:11]([OH:13])=[O:12])[S:8][C:6]=2[N:7]=1.S(=O)(=O)(O)O.O.[CH2:29](O)[CH3:30]. Given the product [CH2:29]([O:12][C:11]([C:9]1[S:8][C:6]2[N:7]=[C:2]([NH2:1])[N:3]=[C:4]([C:14]3[C:22]4[C:17](=[CH:18][CH:19]=[CH:20][CH:21]=4)[NH:16][CH:15]=3)[C:5]=2[CH:10]=1)=[O:13])[CH3:30], predict the reactants needed to synthesize it. (2) Given the product [CH:14]1([CH2:13][S:10]([C@H:8]2[CH2:7][N:6]([C:17]3[N:18]([CH2:23][C:24]([F:27])([F:25])[F:26])[N:19]=[C:20]([CH3:22])[CH:21]=3)[C@H:5]([C:3]([OH:4])=[O:2])[CH2:9]2)(=[O:11])=[O:12])[CH2:15][CH2:16]1, predict the reactants needed to synthesize it. The reactants are: C[O:2][C:3]([C@@H:5]1[CH2:9][C@@H:8]([S:10]([CH2:13][CH:14]2[CH2:16][CH2:15]2)(=[O:12])=[O:11])[CH2:7][N:6]1[C:17]1[N:18]([CH2:23][C:24]([F:27])([F:26])[F:25])[N:19]=[C:20]([CH3:22])[CH:21]=1)=[O:4].[OH-].[Li+]. (3) Given the product [Cl-:1].[CH:13]1[C:14]2[C:26]3=[C:27]4[C:17](=[CH:16][CH:15]=2)[CH:18]=[CH:19][CH:20]=[C:21]4[CH:22]=[CH:23][C:24]3=[CH:25][C:12]=1[CH2:11][N+:3]1[C:2]([Cl:1])=[C:6]([Cl:7])[N:5]([CH2:29][C:28]2[CH:16]=[CH:15][C:14]3[C:13](=[CH:12][CH:25]=[CH:24][CH:26]=3)[N:30]=2)[CH:4]=1, predict the reactants needed to synthesize it. The reactants are: [Cl:1][C:2]1[N:3]=[CH:4][NH:5][C:6]=1[Cl:7].[OH-].[K+].Br[CH2:11][C:12]1[CH:25]=[C:24]2[C:26]3=[C:27]4[C:17]([CH:18]=[CH:19][CH:20]=[C:21]4[CH:22]=[CH:23]2)=[CH:16][CH:15]=[C:14]3[CH:13]=1.[C:28](#[N:30])[CH3:29]. (4) The reactants are: [N+:1]([C:4]1[CH:5]=[CH:6][C:7]([N:10]2[CH:14]=[N:13][CH:12]=[N:11]2)=[N:8][CH:9]=1)([O-])=O. Given the product [N:10]1([C:7]2[N:8]=[CH:9][C:4]([NH2:1])=[CH:5][CH:6]=2)[CH:14]=[N:13][CH:12]=[N:11]1, predict the reactants needed to synthesize it. (5) Given the product [C:37]([N:41]1[C:45](=[O:46])[CH:44]=[C:43]([C:7]2[CH:6]=[CH:5][C:4]([N:18]3[CH2:22][CH2:21][C@@H:20]([NH:23][C:24](=[O:30])[O:25][C:26]([CH3:27])([CH3:28])[CH3:29])[CH2:19]3)=[C:3]([CH:1]=[O:2])[CH:8]=2)[S:42]1(=[O:49])=[O:48])([CH3:40])([CH3:39])[CH3:38], predict the reactants needed to synthesize it. The reactants are: [CH:1]([C:3]1[CH:8]=[C:7](B2OC(C)(C)C(C)(C)O2)[CH:6]=[CH:5][C:4]=1[N:18]1[CH2:22][CH2:21][C@@H:20]([NH:23][C:24](=[O:30])[O:25][C:26]([CH3:29])([CH3:28])[CH3:27])[CH2:19]1)=[O:2].C(=O)([O-])[O-].[K+].[K+].[C:37]([N:41]1[C:45](=[O:46])[CH:44]=[C:43](Cl)[S:42]1(=[O:49])=[O:48])([CH3:40])([CH3:39])[CH3:38].ClCCl. (6) The reactants are: [CH3:1][O:2][C:3]1[CH:8]=[CH:7][CH:6]=[CH:5][C:4]=1[C:9]1[C:17]2[C:12](=[N:13][CH:14]=[C:15](B3OC(C)(C)C(C)(C)O3)[CH:16]=2)[N:11]([CH2:27][O:28][CH2:29][CH2:30][Si:31]([CH3:34])([CH3:33])[CH3:32])[N:10]=1.Br[C:36]1[CH:37]=[C:38]([CH:42]([N:46]([C:48](OC(C)(C)C)=O)[CH3:47])[C:43]([OH:45])=[O:44])[CH:39]=[CH:40][CH:41]=1.C(=O)([O-])[O-].[Na+].[Na+].Cl. Given the product [CH3:48][N:46]([CH:42]([C:38]1[CH:39]=[CH:40][CH:41]=[C:36]([C:15]2[CH:16]=[C:17]3[C:9]([C:4]4[CH:5]=[CH:6][CH:7]=[CH:8][C:3]=4[O:2][CH3:1])=[N:10][N:11]([CH2:27][O:28][CH2:29][CH2:30][Si:31]([CH3:33])([CH3:32])[CH3:34])[C:12]3=[N:13][CH:14]=2)[CH:37]=1)[C:43]([OH:45])=[O:44])[CH3:47], predict the reactants needed to synthesize it.